This data is from Cav3 T-type calcium channel HTS with 100,875 compounds. The task is: Binary Classification. Given a drug SMILES string, predict its activity (active/inactive) in a high-throughput screening assay against a specified biological target. (1) The drug is S(=O)(=O)(NCCNC(=O)c1c(OCC(F)(F)F)ccc(OCC(F)(F)F)c1)c1ccc(cc1)C. The result is 0 (inactive). (2) The drug is Brc1ccc(c2nc(on2)CSc2n(c(nn2)c2occc2)C)cc1. The result is 0 (inactive). (3) The molecule is s1c2nnn(CC(=O)N3CCN(CC3)C(=O)c3occc3)c(=O)c2c(c1C)C. The result is 0 (inactive). (4) The result is 0 (inactive). The drug is OC12C(N(C(C1)C(OC)=O)C\C=C\c1ccccc1)CC(O)C(O)C2O. (5) The compound is O1c2c(OC1)ccc(NC(=O)c1ccncc1)c2. The result is 0 (inactive). (6) The drug is s1c2n(cc(n2)CC(=O)Nc2ncc(cc2)C)cc1. The result is 0 (inactive). (7) The molecule is S(c1n(CCc2ccccc2)c(nn1)Cc1n(ccc1)C)CC(=O)NCC1OCCC1. The result is 0 (inactive). (8) The molecule is Fc1ccc(/C=C\C(=O)c2n3c(nc2C)cccc3)cc1. The result is 0 (inactive). (9) The drug is O(C(=O)Cn1c2c(nc1c1ncccc1)cccc2)CC. The result is 0 (inactive). (10) The molecule is O=C(Nc1ccc(OC)cc1)CCN1CCC(CC1)C. The result is 0 (inactive).